This data is from Forward reaction prediction with 1.9M reactions from USPTO patents (1976-2016). The task is: Predict the product of the given reaction. Given the reactants [NH:1]1[C:9]2[C:4](=[CH:5][CH:6]=[CH:7][CH:8]=2)[CH2:3][C@@H:2]1[C:10]([OH:12])=O.Cl.[CH3:14][O:15][C:16](=[O:19])[CH2:17][NH2:18].F[P-](F)(F)(F)(F)F.N1(O[P+](N(C)C)(N(C)C)N(C)C)C2C=CC=CC=2N=N1.CCN(C(C)C)C(C)C, predict the reaction product. The product is: [NH:1]1[C:9]2[C:4](=[CH:5][CH:6]=[CH:7][CH:8]=2)[CH2:3][C@@H:2]1[C:10]([NH:18][CH2:17][C:16]([O:15][CH3:14])=[O:19])=[O:12].